Dataset: Catalyst prediction with 721,799 reactions and 888 catalyst types from USPTO. Task: Predict which catalyst facilitates the given reaction. (1) Reactant: [F:1][C:2]1[CH:10]=[CH:9][C:8]2[N:7]([C:11]3[CH:16]=[CH:15][C:14]([O:17]CC4C=CC=CC=4)=[C:13]([F:25])[CH:12]=3)[N:6]=[CH:5][C:4]=2[C:3]=1[OH:26]. Product: [F:1][C:2]1[CH:10]=[CH:9][C:8]2[N:7]([C:11]3[CH:16]=[CH:15][C:14]([OH:17])=[C:13]([F:25])[CH:12]=3)[N:6]=[CH:5][C:4]=2[C:3]=1[OH:26]. The catalyst class is: 29. (2) Reactant: [F:1][C:2]1[C:7]([F:8])=[C:6]([NH:9][C:10]2[CH:15]=[CH:14][C:13]([F:16])=[CH:12][C:11]=2[I:17])[C:5]([NH2:18])=[C:4]([O:19][CH3:20])[CH:3]=1.[C:21](N1C=CN=C1)(N1C=CN=C1)=[O:22]. Product: [F:1][C:2]1[CH:3]=[C:4]([O:19][CH3:20])[C:5]2[NH:18][C:21](=[O:22])[N:9]([C:10]3[CH:15]=[CH:14][C:13]([F:16])=[CH:12][C:11]=3[I:17])[C:6]=2[C:7]=1[F:8]. The catalyst class is: 2.